From a dataset of Forward reaction prediction with 1.9M reactions from USPTO patents (1976-2016). Predict the product of the given reaction. (1) Given the reactants [Cl:1][C:2]([Cl:14])=[C:3]([C:7]1[CH:12]=[CH:11][C:10]([Cl:13])=[CH:9][CH:8]=1)[C:4](Cl)=[O:5].[CH2:15]([NH2:27])[CH2:16][C:17]1[CH:26]=[CH:25][C:22]([O:23][CH3:24])=[C:19]([O:20][CH3:21])[CH:18]=1.C(N(CC)CC)C, predict the reaction product. The product is: [Cl:1][C:2]([Cl:14])=[C:3]([C:7]1[CH:12]=[CH:11][C:10]([Cl:13])=[CH:9][CH:8]=1)[C:4]([NH:27][CH2:15][CH2:16][C:17]1[CH:26]=[CH:25][C:22]([O:23][CH3:24])=[C:19]([O:20][CH3:21])[CH:18]=1)=[O:5]. (2) Given the reactants [Br:1][C:2]1[CH:3]=[C:4]([N+:10]([O-])=O)[C:5]([CH2:8][CH3:9])=[N:6][CH:7]=1.C(O)(=O)C.O.[OH-].[Na+], predict the reaction product. The product is: [Br:1][C:2]1[CH:3]=[C:4]([NH2:10])[C:5]([CH2:8][CH3:9])=[N:6][CH:7]=1. (3) Given the reactants Br[C:2]1[N:3]=[C:4]([NH:10][C:11]2[CH:16]=[CH:15][C:14]([F:17])=[C:13]([N+:18]([O-:20])=[O:19])[CH:12]=2)[C:5](=[O:9])[N:6]([CH3:8])[CH:7]=1.[C:21]([C:25]1[CH:49]=[CH:48][C:28]([C:29]([NH:31][C:32]2[CH:37]=[CH:36][CH:35]=[C:34](B3OC(C)(C)C(C)(C)O3)[C:33]=2[CH3:47])=[O:30])=[CH:27][CH:26]=1)([CH3:24])([CH3:23])[CH3:22].C(=O)([O-])[O-].[Na+].[Na+], predict the reaction product. The product is: [C:21]([C:25]1[CH:49]=[CH:48][C:28]([C:29]([NH:31][C:32]2[CH:37]=[CH:36][CH:35]=[C:34]([C:2]3[N:3]=[C:4]([NH:10][C:11]4[CH:16]=[CH:15][C:14]([F:17])=[C:13]([N+:18]([O-:20])=[O:19])[CH:12]=4)[C:5](=[O:9])[N:6]([CH3:8])[CH:7]=3)[C:33]=2[CH3:47])=[O:30])=[CH:27][CH:26]=1)([CH3:24])([CH3:22])[CH3:23]. (4) Given the reactants [F:1][C:2]1[CH:7]=[CH:6][C:5]([C:8]2[O:9][C:10]([CH3:22])=[C:11]([CH2:13][O:14][CH:15]3[CH2:20][CH2:19][CH2:18][CH:17]([OH:21])[CH2:16]3)[N:12]=2)=[CH:4][CH:3]=1.[H-].[Na+].[CH2:25](Br)[CH:26]=[CH2:27].Cl, predict the reaction product. The product is: [CH2:27]([O:21][CH:17]1[CH2:18][CH2:19][CH2:20][CH:15]([O:14][CH2:13][C:11]2[N:12]=[C:8]([C:5]3[CH:4]=[CH:3][C:2]([F:1])=[CH:7][CH:6]=3)[O:9][C:10]=2[CH3:22])[CH2:16]1)[CH:26]=[CH2:25]. (5) The product is: [F:7][C:8]1[CH:16]=[C:15]2[C:11]([C:12]([C:26]3[CH:27]=[N:28][N:29]([CH2:31][CH2:32][NH:33][CH3:34])[CH:30]=3)=[CH:13][NH:14]2)=[CH:10][CH:9]=1. Given the reactants [H-].[H-].[H-].[H-].[Li+].[Al+3].[F:7][C:8]1[CH:16]=[C:15]2[C:11]([C:12]([C:26]3[CH:27]=[N:28][N:29]([CH2:31][CH2:32][NH:33][C:34](=O)OC(C)(C)C)[CH:30]=3)=[CH:13][N:14]2S(C2C=CC=CC=2)(=O)=O)=[CH:10][CH:9]=1.O.[OH-].[Na+], predict the reaction product.